Dataset: Reaction yield outcomes from USPTO patents with 853,638 reactions. Task: Predict the reaction yield, written as a fraction of the theoretical maximum amount of product (1.0 means a 100% yield; for example, 0.34 means a 34% yield). The reactants are [CH2:1]([O:4][C:5]1([CH3:45])[CH2:10][CH2:9][N:8]([C:11]2[N:16]3[CH:17]=[C:18]([C:20]4[CH:21]=[C:22]([C:26]5[CH:31]=[C:30]([CH3:32])[CH:29]=[CH:28][C:27]=5[OH:33])[CH:23]=[CH:24][CH:25]=4)[N:19]=[C:15]3[CH:14]=[C:13]([CH3:34])[C:12]=2[C@H:35]([O:40][C:41]([CH3:44])([CH3:43])[CH3:42])[C:36]([O:38][CH3:39])=[O:37])[CH2:7][CH2:6]1)[CH:2]=[CH2:3].[CH3:46][C@@H:47](O)[CH2:48][CH:49]=[CH2:50].C1C=CC(P(C2C=CC=CC=2)C2C=CC=CC=2)=CC=1.CCOC(/N=N/C(OCC)=O)=O. The catalyst is C1COCC1.C1(C)C=CC=CC=1.CCOCC. The product is [CH2:1]([O:4][C:5]1([CH3:45])[CH2:10][CH2:9][N:8]([C:11]2[N:16]3[CH:17]=[C:18]([C:20]4[CH:21]=[C:22]([C:26]5[CH:31]=[C:30]([CH3:32])[CH:29]=[CH:28][C:27]=5[O:33][C@H:49]([CH2:48][CH:47]=[CH2:46])[CH3:50])[CH:23]=[CH:24][CH:25]=4)[N:19]=[C:15]3[CH:14]=[C:13]([CH3:34])[C:12]=2[C@H:35]([O:40][C:41]([CH3:44])([CH3:43])[CH3:42])[C:36]([O:38][CH3:39])=[O:37])[CH2:7][CH2:6]1)[CH:2]=[CH2:3]. The yield is 0.940.